From a dataset of Catalyst prediction with 721,799 reactions and 888 catalyst types from USPTO. Predict which catalyst facilitates the given reaction. (1) Reactant: Cl[C:2]1[CH:33]=[CH:32][C:5]([C:6]([NH:8][C:9]2[CH:14]=[C:13]([C:15]([N:17]3[CH2:22][CH:21]4[CH:19]([CH:20]4[C:23]4[CH:28]=[CH:27][C:26]([O:29][CH3:30])=[CH:25][CH:24]=4)[CH2:18]3)=[O:16])[CH:12]=[CH:11][C:10]=2[CH3:31])=[O:7])=[CH:4][N:3]=1.[CH:34]([NH2:37])([CH3:36])[CH3:35].C([O-])(O)=O.[Na+]. Product: [CH:34]([NH:37][C:2]1[CH:33]=[CH:32][C:5]([C:6]([NH:8][C:9]2[CH:14]=[C:13]([C:15]([N:17]3[CH2:18][CH:19]4[CH:21]([CH:20]4[C:23]4[CH:28]=[CH:27][C:26]([O:29][CH3:30])=[CH:25][CH:24]=4)[CH2:22]3)=[O:16])[CH:12]=[CH:11][C:10]=2[CH3:31])=[O:7])=[CH:4][N:3]=1)([CH3:36])[CH3:35]. The catalyst class is: 16. (2) Reactant: [F:1][C:2]([F:16])([F:15])[C:3]1[C:8]([C:9]([F:12])([F:11])[F:10])=[CH:7][CH:6]=[CH:5][C:4]=1[CH2:13][NH2:14].[NH2:17][C:18](N)=[O:19].Cl. Product: [F:1][C:2]([F:15])([F:16])[C:3]1[C:8]([C:9]([F:10])([F:11])[F:12])=[CH:7][CH:6]=[CH:5][C:4]=1[CH2:13][NH:14][C:18]([NH2:17])=[O:19]. The catalyst class is: 6. (3) Reactant: FC(F)(F)C(O)=O.[Cl:8][C:9]1[CH:14]=[CH:13][C:12]([CH:15]([NH:20][C:21]([C:23]2([NH:38]C(=O)OC(C)(C)C)[CH2:28][CH2:27][N:26]([C:29]3[C:30]4[CH:37]=[CH:36][NH:35][C:31]=4[N:32]=[CH:33][N:34]=3)[CH2:25][CH2:24]2)=[O:22])[CH2:16][CH2:17][CH2:18][OH:19])=[CH:11][CH:10]=1. Product: [NH2:38][C:23]1([C:21]([NH:20][CH:15]([C:12]2[CH:11]=[CH:10][C:9]([Cl:8])=[CH:14][CH:13]=2)[CH2:16][CH2:17][CH2:18][OH:19])=[O:22])[CH2:24][CH2:25][N:26]([C:29]2[C:30]3[CH:37]=[CH:36][NH:35][C:31]=3[N:32]=[CH:33][N:34]=2)[CH2:27][CH2:28]1. The catalyst class is: 5. (4) Reactant: [Br:1][C:2]1[CH:3]=[CH:4][C:5]2[N:9]=[C:8]([C:10]([F:13])([F:12])[F:11])[NH:7][C:6]=2[CH:14]=1.[H-].[Na+].Br[CH2:18][C:19]1[CH:24]=[CH:23][CH:22]=[C:21]([F:25])[CH:20]=1. Product: [Br:1][C:2]1[CH:3]=[CH:4][C:5]2[N:9]=[C:8]([C:10]([F:12])([F:13])[F:11])[N:7]([CH2:18][C:19]3[CH:24]=[CH:23][CH:22]=[C:21]([F:25])[CH:20]=3)[C:6]=2[CH:14]=1. The catalyst class is: 42. (5) Reactant: [Cl:1][C:2]1[C:3]([NH:21][CH:22]2[CH2:24][CH2:23]2)=[N:4][C:5]([NH:8][C:9]2[CH:10]=[C:11]([N:15]3[CH2:19][CH2:18][CH2:17][C:16]3=[O:20])[CH:12]=[CH:13][CH:14]=2)=[N:6][CH:7]=1.[CH:25](OCC)(OCC)[O:26]CC.C1(C)C=CC(S(O)(=O)=O)=CC=1.C([O-])(O)=O.[Na+]. Product: [Cl:1][C:2]1[C:3]([NH:21][CH:22]2[CH2:23][CH2:24]2)=[N:4][C:5]([N:8]([C:9]2[CH:14]=[CH:13][CH:12]=[C:11]([N:15]3[CH2:19][CH2:18][CH2:17][C:16]3=[O:20])[CH:10]=2)[CH:25]=[O:26])=[N:6][CH:7]=1. The catalyst class is: 133.